This data is from NCI-60 drug combinations with 297,098 pairs across 59 cell lines. The task is: Regression. Given two drug SMILES strings and cell line genomic features, predict the synergy score measuring deviation from expected non-interaction effect. (1) Drug 1: CN(C)C1=NC(=NC(=N1)N(C)C)N(C)C. Drug 2: CC1=C2C(C(=O)C3(C(CC4C(C3C(C(C2(C)C)(CC1OC(=O)C(C(C5=CC=CC=C5)NC(=O)OC(C)(C)C)O)O)OC(=O)C6=CC=CC=C6)(CO4)OC(=O)C)O)C)O. Cell line: NCI-H522. Synergy scores: CSS=50.9, Synergy_ZIP=-0.136, Synergy_Bliss=-2.59, Synergy_Loewe=-74.1, Synergy_HSA=-4.92. (2) Drug 1: C1=NC2=C(N1)C(=S)N=C(N2)N. Drug 2: CC(C)(C#N)C1=CC(=CC(=C1)CN2C=NC=N2)C(C)(C)C#N. Cell line: A549. Synergy scores: CSS=36.1, Synergy_ZIP=-2.12, Synergy_Bliss=-1.63, Synergy_Loewe=-4.76, Synergy_HSA=-1.32. (3) Drug 1: CC(C)NC(=O)C1=CC=C(C=C1)CNNC.Cl. Drug 2: CC12CCC3C(C1CCC2OP(=O)(O)O)CCC4=C3C=CC(=C4)OC(=O)N(CCCl)CCCl.[Na+]. Cell line: COLO 205. Synergy scores: CSS=7.45, Synergy_ZIP=-3.88, Synergy_Bliss=-3.15, Synergy_Loewe=4.37, Synergy_HSA=-3.84. (4) Drug 1: C1=CC(=CC=C1CCC2=CNC3=C2C(=O)NC(=N3)N)C(=O)NC(CCC(=O)O)C(=O)O. Drug 2: CC1C(C(=O)NC(C(=O)N2CCCC2C(=O)N(CC(=O)N(C(C(=O)O1)C(C)C)C)C)C(C)C)NC(=O)C3=C4C(=C(C=C3)C)OC5=C(C(=O)C(=C(C5=N4)C(=O)NC6C(OC(=O)C(N(C(=O)CN(C(=O)C7CCCN7C(=O)C(NC6=O)C(C)C)C)C)C(C)C)C)N)C. Cell line: MOLT-4. Synergy scores: CSS=79.4, Synergy_ZIP=13.3, Synergy_Bliss=11.8, Synergy_Loewe=10.9, Synergy_HSA=11.9. (5) Drug 2: C1CC(=O)NC(=O)C1N2C(=O)C3=CC=CC=C3C2=O. Synergy scores: CSS=2.50, Synergy_ZIP=-0.189, Synergy_Bliss=1.40, Synergy_Loewe=0.866, Synergy_HSA=0.830. Drug 1: CS(=O)(=O)CCNCC1=CC=C(O1)C2=CC3=C(C=C2)N=CN=C3NC4=CC(=C(C=C4)OCC5=CC(=CC=C5)F)Cl. Cell line: SNB-75. (6) Synergy scores: CSS=-7.70, Synergy_ZIP=2.26, Synergy_Bliss=-5.83, Synergy_Loewe=-8.99, Synergy_HSA=-9.62. Drug 2: C1CN(P(=O)(OC1)NCCCl)CCCl. Drug 1: CNC(=O)C1=CC=CC=C1SC2=CC3=C(C=C2)C(=NN3)C=CC4=CC=CC=N4. Cell line: OVCAR3.